Dataset: Forward reaction prediction with 1.9M reactions from USPTO patents (1976-2016). Task: Predict the product of the given reaction. (1) Given the reactants Br[CH2:2][CH2:3][C:4]([C:7]1[CH:12]=[CH:11][C:10]([F:13])=[CH:9][CH:8]=1)([F:6])[F:5].C([O-])([O-])=O.[K+].[K+].[SH:20][C:21]1[N:29]=[CH:28][CH:27]=[CH:26][C:22]=1[C:23]([OH:25])=[O:24].Cl, predict the reaction product. The product is: [F:5][C:4]([F:6])([C:7]1[CH:12]=[CH:11][C:10]([F:13])=[CH:9][CH:8]=1)[CH2:3][CH2:2][S:20][C:21]1[N:29]=[CH:28][CH:27]=[CH:26][C:22]=1[C:23]([OH:25])=[O:24]. (2) The product is: [F:28][C@H:29]1[C@@H:34]([CH2:35][O:36][C:2]2[CH:7]=[CH:6][C:5]([S:8](=[O:9])(=[O:10])[N:11]([CH2:22][CH:23]([CH3:25])[CH3:24])[C:12]3[C:17]([CH3:18])=[CH:16][C:15]([CH:19]([CH3:20])[CH3:21])=[CH:14][N:13]=3)=[CH:4][CH:3]=2)[CH2:33][CH2:32][N:31]([C:37]([O:39][C:40]([CH3:43])([CH3:42])[CH3:41])=[O:38])[CH2:30]1. Given the reactants F[C:2]1[CH:7]=[CH:6][C:5]([S:8]([N:11]([CH2:22][CH:23]([CH3:25])[CH3:24])[C:12]2[C:17]([CH3:18])=[CH:16][C:15]([CH:19]([CH3:21])[CH3:20])=[CH:14][N:13]=2)(=[O:10])=[O:9])=[CH:4][CH:3]=1.[H-].[Na+].[F:28][C@H:29]1[C@@H:34]([CH2:35][OH:36])[CH2:33][CH2:32][N:31]([C:37]([O:39][C:40]([CH3:43])([CH3:42])[CH3:41])=[O:38])[CH2:30]1, predict the reaction product. (3) The product is: [CH2:1]([O:3][C:4]1([C:6]2[CH:11]=[CH:10][C:9]([C@@H:12]([NH:14][S@@:15]([C:17]([CH3:19])([CH3:18])[CH3:20])=[O:16])[CH3:13])=[C:8]([F:21])[CH:7]=2)[CH2:23][CH2:5]1)[CH3:2]. Given the reactants [CH2:1]([O:3][C:4]([C:6]1[CH:11]=[CH:10][C:9]([C@@H:12]([NH:14][S@@:15]([C:17]([CH3:20])([CH3:19])[CH3:18])=[O:16])[CH3:13])=[C:8]([F:21])[CH:7]=1)=[CH2:5])[CH3:2].Cl[CH2:23]I.C([Zn]CC)C.[NH4+].[Cl-], predict the reaction product. (4) The product is: [OH:2][C:3]1[CH:4]=[C:5]([C:9]([CH3:16])([CH3:17])[CH2:10][C:11]([O:13][CH2:14][CH3:15])=[O:12])[CH:6]=[CH:7][CH:8]=1. Given the reactants C[O:2][C:3]1[CH:4]=[C:5]([C:9]([CH3:17])([CH3:16])[CH2:10][C:11]([O:13][CH2:14][CH3:15])=[O:12])[CH:6]=[CH:7][CH:8]=1.C(S)CCCCCCCCCCC.[Cl-].[Al+3].[Cl-].[Cl-].Cl, predict the reaction product. (5) Given the reactants FC(F)(F)[C:3](O)=[O:4].F[C:9]1[C:14]([C:15]#[N:16])=[C:13]([CH3:17])[C:12]([C@@H:18]2[O:23][CH2:22][C@H:21]3[CH2:24][NH:25][CH2:26][CH2:27][N:20]3[CH2:19]2)=[CH:11][CH:10]=1.C(=O)([O-])[O-].[Na+].[Na+], predict the reaction product. The product is: [CH3:3][O:4][C:9]1[C:14]([C:15]#[N:16])=[C:13]([CH3:17])[C:12]([C@@H:18]2[O:23][CH2:22][C@H:21]3[CH2:24][NH:25][CH2:26][CH2:27][N:20]3[CH2:19]2)=[CH:11][CH:10]=1. (6) Given the reactants Cl[C:2]1[C:7]([CH2:8][CH2:9]Cl)=[C:6]([CH3:11])[N:5]=[C:4]([NH2:12])[N:3]=1.[CH2:13]([NH2:20])[C:14]1[CH:19]=[CH:18][CH:17]=[CH:16][CH:15]=1.C(N(CC)CC)C, predict the reaction product. The product is: [CH2:13]([N:20]1[C:2]2[N:3]=[C:4]([NH2:12])[N:5]=[C:6]([CH3:11])[C:7]=2[CH2:8][CH2:9]1)[C:14]1[CH:19]=[CH:18][CH:17]=[CH:16][CH:15]=1. (7) The product is: [C:1]([NH:4][C@H:5]([C@H:11]1[C@H:15]([NH:16][C:17]([NH:26][C:27]([O:29][C:30]([CH3:33])([CH3:31])[CH3:32])=[O:28])=[N:18][C:19]([O:21][C:22]([CH3:23])([CH3:24])[CH3:25])=[O:20])[CH2:14][C@H:13]([C:34]([O:36][CH2:37][C@H:38]2[N:42]([C:43]([O:45][C:46]([CH3:49])([CH3:47])[CH3:48])=[O:44])[C@@H:41]([C:50]3[C:54]4[N:55]=[CH:56][N:57]=[C:58]([NH2:59])[C:53]=4[NH:52][CH:51]=3)[C@@H:40]3[O:62][C:63]([CH3:65])([CH3:66])[O:64][C@H:39]23)=[O:35])[C@H:12]1[OH:67])[CH:6]([CH2:9][CH3:10])[CH2:7][CH3:8])(=[O:3])[CH3:2]. Given the reactants [C:1]([NH:4][C@H:5]([C@H:11]1[C@H:15]([NH:16][C:17]([NH:26][C:27]([O:29][C:30]([CH3:33])([CH3:32])[CH3:31])=[O:28])=[N:18][C:19]([O:21][C:22]([CH3:25])([CH3:24])[CH3:23])=[O:20])[CH2:14][C@H:13]([C:34]([O:36][CH2:37][C@H:38]2[N:42]([C:43]([O:45][C:46]([CH3:49])([CH3:48])[CH3:47])=[O:44])[C@@H:41]([C:50]3[C:54]4[N:55]=[CH:56][N:57]=[C:58]([N:59]=[N+]=[N-])[C:53]=4[NH:52][CH:51]=3)[C@@H:40]3[O:62][C:63]([CH3:66])([CH3:65])[O:64][C@H:39]23)=[O:35])[C@H:12]1[OH:67])[CH:6]([CH2:9][CH3:10])[CH2:7][CH3:8])(=[O:3])[CH3:2], predict the reaction product.